From a dataset of Experimentally validated miRNA-target interactions with 360,000+ pairs, plus equal number of negative samples. Binary Classification. Given a miRNA mature sequence and a target amino acid sequence, predict their likelihood of interaction. (1) Result: 1 (interaction). The protein sequence of the target gene is MSEVSCKKRDDYLEWPEYFMAVAFLSAQRSKDPNSQVGACIVNSENKIVGIGYNGMPNGCSDDVLPWRRTAENKLDTKYPYVCHAELNAIMNKNSTDVKGCSMYVALFPCNECAKLIIQAGIKEVIFMSDKYHDSDEATAARLLFNMAGVTFRKFIPKCSKIVIDFDSINSRPSQKLQ. The miRNA is hsa-miR-1229-3p with sequence CUCUCACCACUGCCCUCCCACAG. (2) The miRNA is hsa-miR-4504 with sequence UGUGACAAUAGAGAUGAACAUG. The protein sequence of the target gene is MALAGLCALFACCWGPAAVLATAAGDVDPSKELECKLKSITVSALPFLRENDLSIMHSPSASEPKLLFSVRNDFPGEMVVVDDLENTELPYFVLEISGNTEDIPLVRWRQQWLENGTLLFHIHHQDGAPSLPGQDPTEEPQHESAEEELRILHISVMGGMIALLLSILCLVMILYTRRRWCKRRRVPQPQKSASAEAANEIHYIPSVLIGGHGRESLRNARVQGHNSSGTLSIRETPILDGYEYDITDLRHHLQRECMNGGEDFASQVTRTLDSLQGCNEKSGMDLTPGSDNAKLSLMNK.... Result: 0 (no interaction). (3) The miRNA is hsa-miR-532-5p with sequence CAUGCCUUGAGUGUAGGACCGU. The protein sequence of the target gene is MEFLLGNPFSTPVGQCLEKATDGSLQSEDWTLNMEICDIINETEEGPKDAIRALKKRLSGNRNYREVMLALTVLETCVKNCGHRFHLLVANRDFIDSVLVKIISPKNNPPTIVQDKVLALIQAWADAFRSSPDLTGVVHIYEELKRRGIEFPMADLDALSPIHTPQRSVPEMDPAATIPRSQTQPRTTAGTYSSPPPASYSTLQAPALSVTGPITANSEQIARLRSELDIVRGNTKVMSEMLTEMVPGQEDSSDLELLQELNRTCRAMQHRIVELISRVSNEEVTEELLHVNDDLNNVFL.... Result: 0 (no interaction).